From a dataset of Full USPTO retrosynthesis dataset with 1.9M reactions from patents (1976-2016). Predict the reactants needed to synthesize the given product. (1) Given the product [Br:8][C:7]1[C:2]2=[N:1][C:11]([C:10]([F:20])([F:19])[F:9])=[CH:12][C:13](=[O:14])[N:3]2[CH:4]=[CH:5][CH:6]=1, predict the reactants needed to synthesize it. The reactants are: [NH2:1][C:2]1[C:7]([Br:8])=[CH:6][CH:5]=[CH:4][N:3]=1.[F:9][C:10]([F:20])([F:19])[C:11](=O)[CH2:12][C:13](OCC)=[O:14].[OH-].[Na+]. (2) Given the product [CH2:1]([O:3][C:4]1[CH:5]=[C:6]([C:12]([C:14]2[CH:19]=[CH:18][CH:17]=[C:16]([N:20]3[CH:24]=[CH:23][CH:22]=[CH:21]3)[CH:15]=2)=[O:13])[CH:7]=[CH:8][C:9]=1[O:10][CH3:11])[CH3:2], predict the reactants needed to synthesize it. The reactants are: [CH2:1]([O:3][C:4]1[CH:5]=[C:6]([CH:12]([C:14]2[CH:19]=[CH:18][CH:17]=[C:16]([N:20]3[CH:24]=[CH:23][CH:22]=[CH:21]3)[CH:15]=2)[OH:13])[CH:7]=[CH:8][C:9]=1[O:10][CH3:11])[CH3:2]. (3) Given the product [CH:16]([N:14]([CH3:15])[C:12]1[C:11]([C:19]([F:20])([F:21])[F:22])=[CH:10][C:9]2[NH:23][C:24](=[O:40])[CH2:25][C:26]([C:28]3[CH:33]=[CH:32][CH:31]=[C:30]([C:34]4[O:38][N:37]=[C:36]([CH3:39])[CH:35]=4)[CH:29]=3)=[N:7][C:8]=2[CH:13]=1)([CH3:17])[CH3:18], predict the reactants needed to synthesize it. The reactants are: C(OC(=O)[NH:7][C:8]1[CH:13]=[C:12]([N:14]([CH:16]([CH3:18])[CH3:17])[CH3:15])[C:11]([C:19]([F:22])([F:21])[F:20])=[CH:10][C:9]=1[NH:23][C:24](=[O:40])[CH2:25][C:26]([C:28]1[CH:33]=[CH:32][CH:31]=[C:30]([C:34]2[O:38][N:37]=[C:36]([CH3:39])[CH:35]=2)[CH:29]=1)=O)(C)(C)C.C(O)(C(F)(F)F)=O. (4) Given the product [Br:57][CH2:58][C:59]([N:46]([CH2:45][CH2:44][N:2]([CH3:1])[C:3](=[O:43])[O:4][C:5]1[C:6]2[CH:42]=[CH:41][CH:40]=[CH:39][C:7]=2[C:8]2[C@H:9]([CH2:37][Cl:38])[CH2:10][N:11]([C:14](=[O:36])[CH2:15][CH2:16][CH2:17][C:18]([N:20]3[C:28]4[CH:27]=[C:26]([OH:29])[C:25]5[CH:30]=[CH:31][CH:32]=[CH:33][C:24]=5[C:23]=4[C@H:22]([CH2:34][Cl:35])[CH2:21]3)=[O:19])[C:12]=2[CH:13]=1)[CH3:47])=[O:60], predict the reactants needed to synthesize it. The reactants are: [CH3:1][N:2]([CH2:44][CH2:45][NH:46][CH3:47])[C:3](=[O:43])[O:4][C:5]1[C:6]2[CH:42]=[CH:41][CH:40]=[CH:39][C:7]=2[C:8]2[C@H:9]([CH2:37][Cl:38])[CH2:10][N:11]([C:14](=[O:36])[CH2:15][CH2:16][CH2:17][C:18]([N:20]3[C:28]4[CH:27]=[C:26]([OH:29])[C:25]5[CH:30]=[CH:31][CH:32]=[CH:33][C:24]=5[C:23]=4[C@H:22]([CH2:34][Cl:35])[CH2:21]3)=[O:19])[C:12]=2[CH:13]=1.CCN(C(C)C)C(C)C.[Br:57][CH2:58][C:59](Br)=[O:60]. (5) Given the product [CH:1]1([N:6]2[C:14]3[CH:13]=[CH:12][NH:11][C:10](=[O:15])[C:9]=3[C:8]([C:16]3[CH:17]=[C:18]([CH2:22][C:23]([NH2:24])=[O:26])[CH:19]=[CH:20][CH:21]=3)=[N:7]2)[CH2:5][CH2:4][CH2:3][CH2:2]1, predict the reactants needed to synthesize it. The reactants are: [CH:1]1([N:6]2[C:14]3[CH:13]=[CH:12][NH:11][C:10](=[O:15])[C:9]=3[C:8]([C:16]3[CH:17]=[C:18]([CH2:22][C:23]#[N:24])[CH:19]=[CH:20][CH:21]=3)=[N:7]2)[CH2:5][CH2:4][CH2:3][CH2:2]1.C(=O)([O-])[O-:26].[K+].[K+].OO.O. (6) Given the product [CH3:20][C:21]1([CH3:37])[C:25]([CH3:27])([CH3:26])[O:24][B:23]([C:2]2[CH:7]=[CH:6][C:5]([C:8]3[CH:13]=[CH:12][CH:11]=[CH:10][CH:9]=3)=[C:4]([CH3:14])[CH:3]=2)[O:22]1, predict the reactants needed to synthesize it. The reactants are: Br[C:2]1[CH:7]=[CH:6][C:5]([C:8]2[CH:13]=[CH:12][CH:11]=[CH:10][CH:9]=2)=[C:4]([CH3:14])[CH:3]=1.C([O-])(=O)C.[K+].[CH3:20][C:21]1([CH3:37])[C:25]([CH3:27])([CH3:26])[O:24][B:23]([B:23]2[O:24][C:25]([CH3:27])([CH3:26])[C:21]([CH3:37])([CH3:20])[O:22]2)[O:22]1. (7) Given the product [NH2:35][C:32]1[C:33]2[N:34]=[C:26]([C:17]3[N:16]([CH3:36])[C:15]([CH:5]([C:6]4[C:14]5[O:13][CH2:12][O:11][C:10]=5[CH:9]=[CH:8][CH:7]=4)[OH:4])=[N:19][C:18]=3[C:20]3[CH:25]=[CH:24][CH:23]=[CH:22][CH:21]=3)[S:27][C:28]=2[N:29]=[CH:30][N:31]=1, predict the reactants needed to synthesize it. The reactants are: CN(C)C(=O)[O:4][CH:5]([C:15]1[N:16]([CH3:36])[C:17]([C:26]2[S:27][C:28]3[N:29]=[CH:30][N:31]=[C:32]([NH2:35])[C:33]=3[N:34]=2)=[C:18]([C:20]2[CH:25]=[CH:24][CH:23]=[CH:22][CH:21]=2)[N:19]=1)[C:6]1[C:14]2[O:13][CH2:12][O:11][C:10]=2[CH:9]=[CH:8][CH:7]=1.CN(C)C(=O)OC(C1N(C)C(C2SC3N=CN=C(N)C=3N=2)=C(C2C=CC=CC=2)N=1)C1C=CC=CC=1.